Dataset: Forward reaction prediction with 1.9M reactions from USPTO patents (1976-2016). Task: Predict the product of the given reaction. (1) Given the reactants [C:1]([O:4][C@@H:5]1[C@@H:13]([C@@:14]2([CH3:32])[CH2:19][CH2:18][C@H:17]([O:20]C(=O)C)[CH2:16][C@@H:15]2[CH2:24][CH2:25][N:26]2[CH2:31][CH2:30][O:29][CH2:28][CH2:27]2)[CH2:12][CH2:11][C@@:10]2([CH3:33])[C@H:6]1[CH2:7][CH2:8][C:9]2=[CH2:34])(=[O:3])[CH3:2].C[O-].[Na+], predict the reaction product. The product is: [C:1]([O:4][C@@H:5]1[C@@H:13]([C@@:14]2([CH3:32])[CH2:19][CH2:18][C@H:17]([OH:20])[CH2:16][C@@H:15]2[CH2:24][CH2:25][N:26]2[CH2:31][CH2:30][O:29][CH2:28][CH2:27]2)[CH2:12][CH2:11][C@@:10]2([CH3:33])[C@H:6]1[CH2:7][CH2:8][C:9]2=[CH2:34])(=[O:3])[CH3:2]. (2) Given the reactants [OH:1][NH:2][C:3]([C:5]1[C:10]([N+:11]([O-:13])=[O:12])=[CH:9][CH:8]=[CH:7][N:6]=1)=[NH:4].[Cl:14][C:15]1[CH:23]=[C:19]([C:20](O)=O)[C:18]([OH:24])=[CH:17][CH:16]=1, predict the reaction product. The product is: [Cl:14][C:15]1[CH:16]=[CH:17][C:18]([OH:24])=[C:19]([C:20]2[O:1][N:2]=[C:3]([C:5]3[C:10]([N+:11]([O-:13])=[O:12])=[CH:9][CH:8]=[CH:7][N:6]=3)[N:4]=2)[CH:23]=1.